From a dataset of Full USPTO retrosynthesis dataset with 1.9M reactions from patents (1976-2016). Predict the reactants needed to synthesize the given product. (1) Given the product [S:37]1[CH2:38][CH2:39][N:34]([CH2:1][C:3]2[CH:8]=[CH:7][C:6]([C:9]3[CH:14]=[CH:13][C:12]([CH2:15][CH2:16][C:17]([C:19]4[O:20][C:21]([C:24]5[N:29]=[C:28]([C:30]([O:32][CH3:33])=[O:31])[CH:27]=[CH:26][CH:25]=5)=[CH:22][N:23]=4)=[O:18])=[CH:11][CH:10]=3)=[CH:5][CH:4]=2)[CH2:35][CH2:36]1, predict the reactants needed to synthesize it. The reactants are: [CH:1]([C:3]1[CH:8]=[CH:7][C:6]([C:9]2[CH:14]=[CH:13][C:12]([CH2:15][CH2:16][C:17]([C:19]3[O:20][C:21]([C:24]4[N:29]=[C:28]([C:30]([O:32][CH3:33])=[O:31])[CH:27]=[CH:26][CH:25]=4)=[CH:22][N:23]=3)=[O:18])=[CH:11][CH:10]=2)=[CH:5][CH:4]=1)=O.[NH:34]1[CH2:39][CH2:38][S:37][CH2:36][CH2:35]1.[BH-](OC(C)=O)(OC(C)=O)OC(C)=O.[Na+]. (2) Given the product [C:1]1([C:7]2[C:8]([NH:12][CH:14]([C:13]([OH:18])=[O:17])[CH3:16])=[N:9][O:10][N:11]=2)[CH:2]=[CH:3][CH:4]=[CH:5][CH:6]=1, predict the reactants needed to synthesize it. The reactants are: [C:1]1([C:7]2[C:8]([NH2:12])=[N:9][O:10][N:11]=2)[CH:6]=[CH:5][CH:4]=[CH:3][CH:2]=1.[C:13]([O:18]CC)(=[O:17])[C:14]([CH3:16])=O. (3) Given the product [ClH:27].[CH3:1][O:2][C:3]1[CH:4]=[C:5]2[C:20](=[CH:21][C:22]=1[O:23][CH3:24])[C:9]([CH2:10][C:11]1[CH:16]=[CH:15][C:14]([O:17][CH3:18])=[CH:13][CH:12]=1)=[N:8][CH2:7][CH2:6]2, predict the reactants needed to synthesize it. The reactants are: [CH3:1][O:2][C:3]1[CH:4]=[C:5]([CH:20]=[CH:21][C:22]=1[O:23][CH3:24])[CH2:6][CH2:7][NH:8][C:9](=O)[CH2:10][C:11]1[CH:16]=[CH:15][C:14]([O:17][CH3:18])=[CH:13][CH:12]=1.O=P(Cl)(Cl)[Cl:27]. (4) Given the product [Cl:26][C:16]1[C:15]([O:14][CH:11]2[CH2:10][CH2:9][NH:8][CH2:13][CH2:12]2)=[C:24]([Cl:25])[CH:23]=[C:22]2[C:17]=1[CH:18]=[CH:19][N:20]=[CH:21]2, predict the reactants needed to synthesize it. The reactants are: C(OC([N:8]1[CH2:13][CH2:12][CH:11]([O:14][C:15]2[C:16]([Cl:26])=[C:17]3[C:22](=[CH:23][C:24]=2[Cl:25])[CH:21]=[N:20][CH:19]=[CH:18]3)[CH2:10][CH2:9]1)=O)(C)(C)C.FC(F)(F)C(O)=O. (5) Given the product [Cl:23][CH2:24][C:11](=[O:21])[CH2:12][NH:13][C:14](=[O:20])[O:15][C:16]([CH3:19])([CH3:18])[CH3:17], predict the reactants needed to synthesize it. The reactants are: C[Li].C(OCC)C.CON(C)[C:11](=[O:21])[CH2:12][NH:13][C:14](=[O:20])[O:15][C:16]([CH3:19])([CH3:18])[CH3:17].[Cl:23][CH2:24]I.[Cl-].[NH4+]. (6) The reactants are: C([O:3][C:4]([C:6]1([C:9]2[CH:14]=[CH:13][C:12]([C:15]3[CH:20]=[CH:19][C:18]([C:21]4[S:22][C:23]([F:39])=[CH:24][C:25]=4[NH:26][C:27]([O:29][C@@H:30]([C:32]4[CH:37]=[CH:36][CH:35]=[CH:34][C:33]=4[CH3:38])[CH3:31])=[O:28])=[CH:17][C:16]=3[O:40][CH3:41])=[CH:11][CH:10]=2)[CH2:8][CH2:7]1)=[O:5])C.O1CCCC1.[OH-].[Na+].Cl. Given the product [F:39][C:23]1[S:22][C:21]([C:18]2[CH:19]=[CH:20][C:15]([C:12]3[CH:13]=[CH:14][C:9]([C:6]4([C:4]([OH:5])=[O:3])[CH2:7][CH2:8]4)=[CH:10][CH:11]=3)=[C:16]([O:40][CH3:41])[CH:17]=2)=[C:25]([NH:26][C:27]([O:29][C@@H:30]([C:32]2[CH:37]=[CH:36][CH:35]=[CH:34][C:33]=2[CH3:38])[CH3:31])=[O:28])[CH:24]=1, predict the reactants needed to synthesize it.